From a dataset of Full USPTO retrosynthesis dataset with 1.9M reactions from patents (1976-2016). Predict the reactants needed to synthesize the given product. (1) Given the product [CH2:1]([N:8]1[CH2:13][CH2:12][C:11]([NH:19][C:18](=[O:21])[CH3:17])([CH2:15][CH3:16])[CH2:10][CH2:9]1)[C:2]1[CH:7]=[CH:6][CH:5]=[CH:4][CH:3]=1, predict the reactants needed to synthesize it. The reactants are: [CH2:1]([N:8]1[CH2:13][CH2:12][C:11]([CH2:15][CH3:16])(O)[CH2:10][CH2:9]1)[C:2]1[CH:7]=[CH:6][CH:5]=[CH:4][CH:3]=1.[CH3:17][C:18]#[N:19].S(=O)(=O)(O)[OH:21].[OH-].[Na+]. (2) Given the product [C:1]([C:5]1[CH:6]=[CH:7][C:8]([O:35][CH2:36][CH3:37])=[C:9]([C:11]2[N:12]([C:32]([N:50]3[CH2:51][CH2:52][N:47]([CH2:46][CH2:45][CH2:44][S:41]([CH3:40])(=[O:42])=[O:43])[CH2:48][CH2:49]3)=[O:33])[C@@:13]([C:25]3[CH:26]=[CH:27][C:28]([Cl:31])=[CH:29][CH:30]=3)([CH3:24])[C@@:14]([C:17]3[CH:22]=[CH:21][C:20]([Cl:23])=[CH:19][CH:18]=3)([CH3:16])[N:15]=2)[CH:10]=1)([CH3:2])([CH3:3])[CH3:4], predict the reactants needed to synthesize it. The reactants are: [C:1]([C:5]1[CH:6]=[CH:7][C:8]([O:35][CH2:36][CH3:37])=[C:9]([C:11]2[N:12]([C:32](Cl)=[O:33])[C:13]([C:25]3[CH:30]=[CH:29][C:28]([Cl:31])=[CH:27][CH:26]=3)([CH3:24])[C:14]([C:17]3[CH:22]=[CH:21][C:20]([Cl:23])=[CH:19][CH:18]=3)([CH3:16])[N:15]=2)[CH:10]=1)([CH3:4])([CH3:3])[CH3:2].Cl.Cl.[CH3:40][S:41]([CH2:44][CH2:45][CH2:46][N:47]1[CH2:52][CH2:51][NH:50][CH2:49][CH2:48]1)(=[O:43])=[O:42]. (3) Given the product [C:2]([O:4][C:5]1[CH:6]=[CH:7][CH:8]=[CH:9][C:10]=1[C:11]([O:13][C:16]1[CH:17]=[CH:18][C:19]([N:20]=[C:48]=[S:49])=[CH:23][CH:15]=1)=[O:12])(=[O:3])[CH3:1], predict the reactants needed to synthesize it. The reactants are: [CH3:1][C:2]([O:4][C:5]1[CH:6]=[CH:7][CH:8]=[CH:9][C:10]=1[C:11]([OH:13])=[O:12])=[O:3].O[C:15]1[C:23]2N=N[NH:20][C:19]=2[CH:18]=[CH:17][CH:16]=1.C1CCC(N=C=NC2CCCCC2)CC1.OC1C=CC(C2S[S:49][C:48](=S)C=2)=CC=1. (4) Given the product [C:1]([O:5][C:6]([N:8]([CH3:14])[C@@H:9]([CH3:13])[C:10]([NH:29][C@@H:30]([C:66]([CH3:67])([CH3:69])[CH3:68])[C:31]([N:33]1[C@H:42]([C:43]([N:45]([CH2:55][C:56]2[CH:57]=[CH:58][C:59]([C:60]([O:62][CH3:63])=[O:61])=[CH:64][CH:65]=2)[C@@H:46]([C:48]2[CH:53]=[CH:52][C:51]([F:54])=[CH:50][CH:49]=2)[CH3:47])=[O:44])[CH2:41][C:40]2[C:35](=[CH:36][CH:37]=[CH:38][CH:39]=2)[CH2:34]1)=[O:32])=[O:12])=[O:7])([CH3:2])([CH3:3])[CH3:4], predict the reactants needed to synthesize it. The reactants are: [C:1]([O:5][C:6]([N:8]([CH3:14])[C@@H:9]([CH3:13])[C:10]([OH:12])=O)=[O:7])([CH3:4])([CH3:3])[CH3:2].C(Cl)CCl.N1C2C(=NC=CC=2)N(O)N=1.[NH2:29][C@@H:30]([C:66]([CH3:69])([CH3:68])[CH3:67])[C:31]([N:33]1[C@H:42]([C:43]([N:45]([CH2:55][C:56]2[CH:65]=[CH:64][C:59]([C:60]([O:62][CH3:63])=[O:61])=[CH:58][CH:57]=2)[C@@H:46]([C:48]2[CH:53]=[CH:52][C:51]([F:54])=[CH:50][CH:49]=2)[CH3:47])=[O:44])[CH2:41][C:40]2[C:35](=[CH:36][CH:37]=[CH:38][CH:39]=2)[CH2:34]1)=[O:32].C(O)(C(F)(F)F)=O.CN1CCOCC1.